From a dataset of Catalyst prediction with 721,799 reactions and 888 catalyst types from USPTO. Predict which catalyst facilitates the given reaction. The catalyst class is: 341. Reactant: [NH2:1][C:2]1[CH:7]=[CH:6][N:5]([C:8]2[S:9][C:10]([C:14]([NH:16][CH2:17][C:18]3[CH:23]=[CH:22][CH:21]=[CH:20][CH:19]=3)=[O:15])=[C:11]([CH3:13])[N:12]=2)[C:4](=[O:24])[CH:3]=1.[C:25](Cl)(=[O:32])[C:26]1[CH:31]=[CH:30][CH:29]=[CH:28][CH:27]=1.O. Product: [C:25]([NH:1][C:2]1[CH:7]=[CH:6][N:5]([C:8]2[S:9][C:10]([C:14]([NH:16][CH2:17][C:18]3[CH:23]=[CH:22][CH:21]=[CH:20][CH:19]=3)=[O:15])=[C:11]([CH3:13])[N:12]=2)[C:4](=[O:24])[CH:3]=1)(=[O:32])[C:26]1[CH:31]=[CH:30][CH:29]=[CH:28][CH:27]=1.